Dataset: Full USPTO retrosynthesis dataset with 1.9M reactions from patents (1976-2016). Task: Predict the reactants needed to synthesize the given product. (1) Given the product [F:8][C:7]1[CH:6]=[CH:5][C:4]([C:9]([NH:12][C:13](=[O:23])[O:14][CH:15]2[CH:20]3[CH2:21][CH2:22][N:17]([CH2:18][CH2:19]3)[CH2:16]2)([CH3:11])[CH3:10])=[CH:3][C:2]=1[C:26]1[CH:25]=[N:24][CH:29]=[CH:28][CH:27]=1, predict the reactants needed to synthesize it. The reactants are: Br[C:2]1[CH:3]=[C:4]([C:9]([NH:12][C:13](=[O:23])[O:14][CH:15]2[CH:20]3[CH2:21][CH2:22][N:17]([CH2:18][CH2:19]3)[CH2:16]2)([CH3:11])[CH3:10])[CH:5]=[CH:6][C:7]=1[F:8].[N:24]1[CH:29]=[CH:28][CH:27]=[C:26](B(O)O)[CH:25]=1. (2) The reactants are: Br[C:2]1[CH:7]=[CH:6][N:5]=[C:4]([Cl:8])[CH:3]=1.[C:9](=[O:13])([O:11][CH3:12])[NH2:10].C1(P(C2CCCCC2)C2C=CC=CC=2C2C(C(C)C)=CC(C(C)C)=CC=2C(C)C)CCCCC1.C(=O)([O-])[O-].[Cs+].[Cs+].C(=O)([O-])O.[Na+]. Given the product [Cl:8][C:4]1[CH:3]=[C:2]([NH:10][C:9](=[O:13])[O:11][CH3:12])[CH:7]=[CH:6][N:5]=1, predict the reactants needed to synthesize it. (3) Given the product [CH:20]1([C:23]2[CH:24]=[CH:25][C:26]([CH2:29][C:30]([NH:3][C@@H:4]([C:8]3[CH:13]=[CH:12][C:11]([O:14][CH2:15][C:16]([F:19])([F:17])[F:18])=[CH:10][N:9]=3)[CH2:5][CH2:6][OH:7])=[O:31])=[CH:27][CH:28]=2)[CH2:22][CH2:21]1, predict the reactants needed to synthesize it. The reactants are: Cl.Cl.[NH2:3][C@@H:4]([C:8]1[CH:13]=[CH:12][C:11]([O:14][CH2:15][C:16]([F:19])([F:18])[F:17])=[CH:10][N:9]=1)[CH2:5][CH2:6][OH:7].[CH:20]1([C:23]2[CH:28]=[CH:27][C:26]([CH2:29][C:30](O)=[O:31])=[CH:25][CH:24]=2)[CH2:22][CH2:21]1.C(Cl)CCl.ON1C2N=CC=CC=2N=N1.C(N(C(C)C)CC)(C)C. (4) Given the product [C:1]([O:5][C:6](=[O:13])[N:7]([CH2:17][C:16]1[CH:19]=[CH:20][CH:21]=[CH:22][C:15]=1[F:14])[N:8]1[CH:12]=[CH:11][CH:10]=[CH:9]1)([CH3:4])([CH3:2])[CH3:3], predict the reactants needed to synthesize it. The reactants are: [C:1]([O:5][C:6](=[O:13])[NH:7][N:8]1[CH:12]=[CH:11][CH:10]=[CH:9]1)([CH3:4])([CH3:3])[CH3:2].[F:14][C:15]1[CH:22]=[CH:21][CH:20]=[CH:19][C:16]=1[CH2:17]Cl.[H-].[Na+]. (5) Given the product [N+:21]([C:24]1[C:4]2[C:15]3[CH:16]=[CH:17][CH:18]=[CH:19][C:14]=3[O:5][C:1]=2[CH:3]=[CH:26][CH:25]=1)([O-:23])=[O:22], predict the reactants needed to synthesize it. The reactants are: [C:1]([O:5][K])([CH3:4])([CH3:3])C.N1C=CC=CC=1.I[C:14]1[CH:19]=[CH:18][CH:17]=[CH:16][C:15]=1O.[N+:21]([C:24]1C=C([N+]([O-])=O)C2OC3C=CC=CC=3[C:26]=2[CH:25]=1)([O-:23])=[O:22]. (6) Given the product [Cl:36][CH2:35][CH2:34][O:33][CH2:32][CH2:31][O:30][CH2:29][CH2:28][O:14][CH2:13][CH2:12][O:11][C:8]1[CH:9]=[CH:10][C:5]([C:3](=[O:4])[C:2]([OH:1])([CH3:16])[CH3:15])=[CH:6][CH:7]=1, predict the reactants needed to synthesize it. The reactants are: [OH:1][C:2]([CH3:16])([CH3:15])[C:3]([C:5]1[CH:10]=[CH:9][C:8]([O:11][CH2:12][CH2:13][OH:14])=[CH:7][CH:6]=1)=[O:4].CC1C=CC(S(O[CH2:28][CH2:29][O:30][CH2:31][CH2:32][O:33][CH2:34][CH2:35][Cl:36])(=O)=O)=CC=1.C([O-])([O-])=O.[K+].[K+].C1OCCOCCOCCOCCOCCOC1.